Dataset: Reaction yield outcomes from USPTO patents with 853,638 reactions. Task: Predict the reaction yield, written as a fraction of the theoretical maximum amount of product (1.0 means a 100% yield; for example, 0.34 means a 34% yield). (1) The reactants are [CH2:1]1[C:10]2[C:5](=[CH:6][CH:7]=[CH:8][CH:9]=2)[CH2:4][CH2:3][NH:2]1.[F-].[K+].[N+](C1C=C(S(O[CH2:26][C@@H:27]2[CH2:29][O:28]2)(=O)=O)C=CC=1)([O-])=O. The catalyst is C1COCC1. The product is [O:28]1[CH2:29][C@H:27]1[CH2:26][N:2]1[CH2:3][CH2:4][C:5]2[C:10](=[CH:9][CH:8]=[CH:7][CH:6]=2)[CH2:1]1. The yield is 0.530. (2) The reactants are [NH2:1][C@@H:2]([CH2:35][C:36]1[CH:41]=[CH:40][CH:39]=[CH:38][CH:37]=1)[CH2:3][C@H:4]([OH:34])[C@@H:5]([N:19]([CH2:27][C:28]1[CH:33]=[CH:32][CH:31]=[CH:30][CH:29]=1)[CH2:20][C:21]1[CH:26]=[CH:25][CH:24]=[CH:23][CH:22]=1)[CH2:6][C:7]1[CH:12]=[CH:11][C:10]([C:13]2[CH:18]=[CH:17][CH:16]=[CH:15][N:14]=2)=[CH:9][CH:8]=1.C([O-])([O-])=O.[K+].[K+].[C:48](O[C:48]([O:50][C:51]([CH3:54])([CH3:53])[CH3:52])=[O:49])([O:50][C:51]([CH3:54])([CH3:53])[CH3:52])=[O:49]. The catalyst is COC(C)(C)C. The product is [CH2:35]([C@H:2]([NH:1][C:48](=[O:49])[O:50][C:51]([CH3:54])([CH3:53])[CH3:52])[CH2:3][C@H:4]([OH:34])[C@@H:5]([N:19]([CH2:20][C:21]1[CH:22]=[CH:23][CH:24]=[CH:25][CH:26]=1)[CH2:27][C:28]1[CH:29]=[CH:30][CH:31]=[CH:32][CH:33]=1)[CH2:6][C:7]1[CH:8]=[CH:9][C:10]([C:13]2[CH:18]=[CH:17][CH:16]=[CH:15][N:14]=2)=[CH:11][CH:12]=1)[C:36]1[CH:41]=[CH:40][CH:39]=[CH:38][CH:37]=1. The yield is 0.430. (3) The reactants are [OH:1]S(O)(=O)=O.N[C:7]1[CH:12]=[CH:11][C:10]([S:13]([NH:16][C:17]2[S:18][C:19]([CH3:22])=[N:20][N:21]=2)(=[O:15])=[O:14])=[CH:9][CH:8]=1.N([O-])=O.[Na+]. The catalyst is O. The product is [OH:1][C:7]1[CH:12]=[CH:11][C:10]([S:13]([NH:16][C:17]2[S:18][C:19]([CH3:22])=[N:20][N:21]=2)(=[O:15])=[O:14])=[CH:9][CH:8]=1. The yield is 0.475. (4) The reactants are [NH2:1][C:2]1[CH:11]=[CH:10][C:9]([C:12]([F:15])([F:14])[F:13])=[CH:8][C:3]=1[C:4]([O:6][CH3:7])=[O:5].ClC(Cl)(O[C:20](=[O:26])OC(Cl)(Cl)Cl)Cl.[Si:28]([O:35][CH2:36][CH2:37][CH2:38][NH2:39])([C:31]([CH3:34])([CH3:33])[CH3:32])([CH3:30])[CH3:29]. The catalyst is C(Cl)Cl. The product is [Si:28]([O:35][CH2:36][CH2:37][CH2:38][NH:39][C:20](=[O:26])[NH:1][C:2]1[CH:11]=[CH:10][C:9]([C:12]([F:13])([F:14])[F:15])=[CH:8][C:3]=1[C:4]([O:6][CH3:7])=[O:5])([C:31]([CH3:33])([CH3:34])[CH3:32])([CH3:30])[CH3:29]. The yield is 0.783. (5) The yield is 0.540. The product is [Cl:32][C:28]1[CH:27]=[C:26]([C:24]2[O:23][N:22]=[C:21]([CH2:20][N:18]3[CH2:17][CH2:16][CH2:15][CH2:14][N:13]4[C:9]([C:6]5[CH:7]=[CH:8][N:3]=[CH:4][CH:5]=5)=[N:10][N:11]=[C:12]34)[N:25]=2)[CH:31]=[CH:30][CH:29]=1. The reactants are [H-].[Na+].[N:3]1[CH:8]=[CH:7][C:6]([C:9]2[N:13]3[CH2:14][CH2:15][CH2:16][CH2:17][NH:18][C:12]3=[N:11][N:10]=2)=[CH:5][CH:4]=1.Cl[CH2:20][C:21]1[N:25]=[C:24]([C:26]2[CH:31]=[CH:30][CH:29]=[C:28]([Cl:32])[CH:27]=2)[O:23][N:22]=1.[NH4+].[Cl-]. The catalyst is CN(C=O)C.